This data is from Full USPTO retrosynthesis dataset with 1.9M reactions from patents (1976-2016). The task is: Predict the reactants needed to synthesize the given product. (1) Given the product [CH:41]1([CH:34]([C:30]2[CH:29]=[C:28]([O:25][CH2:24][C:11]3[CH:12]=[N:13][C:14]([C:15]4[CH:20]=[C:19]([O:21][CH3:22])[CH:18]=[CH:17][C:16]=4[F:23])=[C:9]([O:8][CH2:7][CH:4]4[CH2:3][C:2]([CH3:26])([CH3:1])[O:6][CH2:5]4)[CH:10]=3)[N:33]=[CH:32][N:31]=2)[CH2:35][C:36]([OH:38])=[O:37])[CH2:43][CH2:42]1, predict the reactants needed to synthesize it. The reactants are: [CH3:1][C:2]1([CH3:26])[O:6][CH2:5][CH:4]([CH2:7][O:8][C:9]2[CH:10]=[C:11]([CH2:24][OH:25])[CH:12]=[N:13][C:14]=2[C:15]2[CH:20]=[C:19]([O:21][CH3:22])[CH:18]=[CH:17][C:16]=2[F:23])[CH2:3]1.Cl[C:28]1[N:33]=[CH:32][N:31]=[C:30]([CH:34]([CH:41]2[CH2:43][CH2:42]2)[CH2:35][C:36]([O:38]CC)=[O:37])[CH:29]=1.[H-].[Na+].Cl. (2) Given the product [CH3:18][C:16]1([CH3:19])[O:17][C@H:13]2[C@H:12]([NH:20][C:21]3[CH:26]=[C:25]([C:27]#[C:28][C:29]4[CH:34]=[CH:33][CH:32]=[CH:31][CH:30]=4)[N:24]=[CH:23][N:22]=3)[CH2:11][C@H:10]([CH2:9][OH:8])[C@H:14]2[O:15]1, predict the reactants needed to synthesize it. The reactants are: [Si]([O:8][CH2:9][C@@H:10]1[C@H:14]2[O:15][C:16]([CH3:19])([CH3:18])[O:17][C@H:13]2[C@H:12]([NH:20][C:21]2[CH:26]=[C:25]([C:27]#[C:28][C:29]3[CH:34]=[CH:33][CH:32]=[CH:31][CH:30]=3)[N:24]=[CH:23][N:22]=2)[CH2:11]1)(C(C)(C)C)(C)C.F.N1C=CC=CC=1. (3) Given the product [Cl:15][CH2:14][CH2:13][O:12][C:7]1[CH:6]=[C:5]2[C:4]([C:3]([OH:2])=[N:20][CH:19]=[N:16]2)=[CH:9][C:8]=1[O:10][CH3:11], predict the reactants needed to synthesize it. The reactants are: C[O:2][C:3](=O)[C:4]1[CH:9]=[C:8]([O:10][CH3:11])[C:7]([O:12][CH2:13][CH2:14][Cl:15])=[CH:6][C:5]=1[NH2:16].Cl.[CH:19](N)=[NH:20]. (4) Given the product [CH3:1][C@H:2]1[CH2:7][N:6]([CH2:34][C:33]2[CH:36]=[CH:37][CH:38]=[CH:39][C:32]=2[F:31])[C@H:5]([CH3:8])[CH2:4][N:3]1[C@H:9]([C:18]1[CH:19]=[CH:20][C:21]([C:22]([N:24]([CH2:25][CH3:26])[CH2:27][CH3:28])=[O:23])=[CH:29][CH:30]=1)[C:10]1[CH:15]=[CH:14][CH:13]=[C:12]([O:16][CH3:17])[CH:11]=1, predict the reactants needed to synthesize it. The reactants are: [CH3:1][C@H:2]1[CH2:7][NH:6][C@H:5]([CH3:8])[CH2:4][N:3]1[C@H:9]([C:18]1[CH:30]=[CH:29][C:21]([C:22]([N:24]([CH2:27][CH3:28])[CH2:25][CH3:26])=[O:23])=[CH:20][CH:19]=1)[C:10]1[CH:15]=[CH:14][CH:13]=[C:12]([O:16][CH3:17])[CH:11]=1.[F:31][C:32]1[CH:39]=[CH:38][CH:37]=[CH:36][C:33]=1[CH2:34]Br.[I-].[Na+].C(N(CC)CC)C.C(=O)([O-])[O-].[Na+].[Na+].O.